From a dataset of NCI-60 drug combinations with 297,098 pairs across 59 cell lines. Regression. Given two drug SMILES strings and cell line genomic features, predict the synergy score measuring deviation from expected non-interaction effect. (1) Drug 1: CS(=O)(=O)C1=CC(=C(C=C1)C(=O)NC2=CC(=C(C=C2)Cl)C3=CC=CC=N3)Cl. Drug 2: C(=O)(N)NO. Cell line: ACHN. Synergy scores: CSS=11.3, Synergy_ZIP=-4.07, Synergy_Bliss=0.681, Synergy_Loewe=-5.61, Synergy_HSA=-0.882. (2) Drug 1: CC1=C(C=C(C=C1)NC2=NC=CC(=N2)N(C)C3=CC4=NN(C(=C4C=C3)C)C)S(=O)(=O)N.Cl. Drug 2: CC=C1C(=O)NC(C(=O)OC2CC(=O)NC(C(=O)NC(CSSCCC=C2)C(=O)N1)C(C)C)C(C)C. Cell line: MOLT-4. Synergy scores: CSS=38.7, Synergy_ZIP=-1.29, Synergy_Bliss=-2.54, Synergy_Loewe=-12.5, Synergy_HSA=-2.14. (3) Drug 1: CNC(=O)C1=CC=CC=C1SC2=CC3=C(C=C2)C(=NN3)C=CC4=CC=CC=N4. Drug 2: C1C(C(OC1N2C=NC(=NC2=O)N)CO)O. Cell line: K-562. Synergy scores: CSS=70.6, Synergy_ZIP=-0.153, Synergy_Bliss=-0.0462, Synergy_Loewe=2.85, Synergy_HSA=3.69. (4) Drug 2: CN(C)C1=NC(=NC(=N1)N(C)C)N(C)C. Drug 1: C1=CC(=CC=C1CCC2=CNC3=C2C(=O)NC(=N3)N)C(=O)NC(CCC(=O)O)C(=O)O. Synergy scores: CSS=9.11, Synergy_ZIP=-1.57, Synergy_Bliss=3.82, Synergy_Loewe=-11.6, Synergy_HSA=-1.08. Cell line: SK-MEL-5. (5) Drug 1: C#CCC(CC1=CN=C2C(=N1)C(=NC(=N2)N)N)C3=CC=C(C=C3)C(=O)NC(CCC(=O)O)C(=O)O. Drug 2: CN(C(=O)NC(C=O)C(C(C(CO)O)O)O)N=O. Cell line: UO-31. Synergy scores: CSS=-6.04, Synergy_ZIP=2.87, Synergy_Bliss=-0.677, Synergy_Loewe=-4.52, Synergy_HSA=-5.92. (6) Drug 1: CC1=C(C(=O)C2=C(C1=O)N3CC4C(C3(C2COC(=O)N)OC)N4)N. Drug 2: C1C(C(OC1N2C=NC(=NC2=O)N)CO)O. Cell line: KM12. Synergy scores: CSS=14.0, Synergy_ZIP=-10.8, Synergy_Bliss=-6.75, Synergy_Loewe=-7.48, Synergy_HSA=-6.20. (7) Drug 1: CCC1=CC2CC(C3=C(CN(C2)C1)C4=CC=CC=C4N3)(C5=C(C=C6C(=C5)C78CCN9C7C(C=CC9)(C(C(C8N6C)(C(=O)OC)O)OC(=O)C)CC)OC)C(=O)OC.C(C(C(=O)O)O)(C(=O)O)O. Drug 2: C1=CC=C(C(=C1)C(C2=CC=C(C=C2)Cl)C(Cl)Cl)Cl. Cell line: U251. Synergy scores: CSS=24.3, Synergy_ZIP=0.105, Synergy_Bliss=1.04, Synergy_Loewe=-43.1, Synergy_HSA=1.73.